Dataset: Forward reaction prediction with 1.9M reactions from USPTO patents (1976-2016). Task: Predict the product of the given reaction. Given the reactants Cl.[OH:2][C@H:3]1[CH2:7][NH:6][C@H:5]([C:8]([NH:10][CH2:11][C:12]2[CH:17]=[CH:16][C:15]([C:18]3[S:22][CH:21]=[N:20][C:19]=3[CH3:23])=[CH:14][CH:13]=2)=[O:9])[CH2:4]1.[OH:24][C:25]1[CH:26]=[C:27]([CH:31]=[CH:32][CH:33]=1)[C:28](O)=[O:29].CCN(C(C)C)C(C)C.CN(C(ON1N=NC2C=CC=NC1=2)=[N+](C)C)C.F[P-](F)(F)(F)(F)F.C(=O)(O)[O-].[Na+], predict the reaction product. The product is: [OH:2][C@H:3]1[CH2:7][N:6]([C:28](=[O:29])[C:27]2[CH:31]=[CH:32][CH:33]=[C:25]([OH:24])[CH:26]=2)[C@H:5]([C:8]([NH:10][CH2:11][C:12]2[CH:13]=[CH:14][C:15]([C:18]3[S:22][CH:21]=[N:20][C:19]=3[CH3:23])=[CH:16][CH:17]=2)=[O:9])[CH2:4]1.